Dataset: Forward reaction prediction with 1.9M reactions from USPTO patents (1976-2016). Task: Predict the product of the given reaction. (1) Given the reactants FC(F)(F)C([O-])=O.[Tl+3].FC(F)(F)C([O-])=O.FC(F)(F)C([O-])=O.[CH3:23][C:24]1[CH:32]=[C:31]2[C:27]([C:28]([CH:33]=[O:34])=[CH:29][NH:30]2)=[CH:26][CH:25]=1.[I-:35].[K+].S(S([O-])=O)([O-])(=O)=O.[Na+].[Na+].[OH-].[Na+], predict the reaction product. The product is: [CH3:23][C:24]1[CH:32]=[C:31]2[C:27]([C:28]([CH:33]=[O:34])=[CH:29][NH:30]2)=[C:26]([I:35])[CH:25]=1. (2) The product is: [ClH:26].[N:6]1([C:9]2[CH:14]=[CH:13][C:12](/[CH:15]=[CH:16]/[C:17]3[C:25]4[C:20](=[CH:21][CH:22]=[CH:23][CH:24]=4)[NH:19][N:18]=3)=[CH:11][CH:10]=2)[CH2:7][CH2:8][NH:3][CH2:4][CH2:5]1. Given the reactants C([N:3]1[CH2:8][CH2:7][N:6]([C:9]2[CH:14]=[CH:13][C:12](/[CH:15]=[CH:16]/[C:17]3[C:25]4[C:20](=[CH:21][CH:22]=[CH:23][CH:24]=4)[NH:19][N:18]=3)=[CH:11][CH:10]=2)[CH2:5][CH2:4]1)=O.[ClH:26].CO, predict the reaction product. (3) Given the reactants [CH2:1]([O:8][C:9]1[CH:14]=[CH:13][C:12]([C:15]2[O:16][C:17]3[CH:22]=[C:21]([O:23][CH2:24][C@@H:25]([NH:27][C:28](=[O:30])[CH3:29])[CH3:26])[N:20]=[CH:19][C:18]=3[N:31]=2)=[CH:11][CH:10]=1)[C:2]1[CH:7]=CC=C[CH:3]=1.[F:32]C1(CO)CC1, predict the reaction product. The product is: [F:32][C:2]1([CH2:1][O:8][C:9]2[CH:14]=[CH:13][C:12]([C:15]3[O:16][C:17]4[CH:22]=[C:21]([O:23][CH2:24][C@@H:25]([NH:27][C:28](=[O:30])[CH3:29])[CH3:26])[N:20]=[CH:19][C:18]=4[N:31]=3)=[CH:11][CH:10]=2)[CH2:3][CH2:7]1. (4) Given the reactants [N:1]1([CH2:6][C:7]2[CH:12]=[CH:11][C:10]([CH2:13][CH2:14][NH2:15])=[CH:9][CH:8]=2)[CH2:5][CH2:4][CH2:3][CH2:2]1.[Cl:16][C:17]1[S:21][C:20]([C:22]2[CH:30]=[CH:29][C:25]([C:26](O)=[O:27])=[CH:24][CH:23]=2)=[CH:19][CH:18]=1, predict the reaction product. The product is: [Cl:16][C:17]1[S:21][C:20]([C:22]2[CH:30]=[CH:29][C:25]([C:26]([NH:15][CH2:14][CH2:13][C:10]3[CH:11]=[CH:12][C:7]([CH2:6][N:1]4[CH2:5][CH2:4][CH2:3][CH2:2]4)=[CH:8][CH:9]=3)=[O:27])=[CH:24][CH:23]=2)=[CH:19][CH:18]=1. (5) Given the reactants Br[C:2]1[CH:3]=[CH:4][C:5]2[O:11][CH2:10][CH2:9][N:8]([C:12]([O:14][C:15]([CH3:18])([CH3:17])[CH3:16])=[O:13])[CH2:7][C:6]=2[CH:19]=1.[CH3:20][N:21](C=O)C, predict the reaction product. The product is: [C:20]([C:2]1[CH:3]=[CH:4][C:5]2[O:11][CH2:10][CH2:9][N:8]([C:12]([O:14][C:15]([CH3:18])([CH3:17])[CH3:16])=[O:13])[CH2:7][C:6]=2[CH:19]=1)#[N:21].